This data is from Full USPTO retrosynthesis dataset with 1.9M reactions from patents (1976-2016). The task is: Predict the reactants needed to synthesize the given product. Given the product [CH3:8][C:7]([CH3:12])=[O:6].[OH:4][S:2]([OH:5])(=[O:3])=[O:1].[O:41]=[Cr:42](=[O:44])=[O:43].[O:6]([C:13]1[N:14]=[C:15]2[C:21]([C:22]([OH:34])=[O:23])=[CH:20][N:19]([CH2:24][O:25][CH2:26][CH2:27][Si:28]([CH3:31])([CH3:30])[CH3:29])[C:16]2=[N:17][CH:18]=1)[C:7]1[CH:12]=[CH:11][CH:10]=[CH:9][CH:8]=1, predict the reactants needed to synthesize it. The reactants are: [OH:1][S:2]([OH:5])(=[O:4])=[O:3].[O:6]([C:13]1[N:14]=[C:15]2[C:21]([CH:22]=[O:23])=[CH:20][N:19]([CH2:24][O:25][CH2:26][CH2:27][Si:28]([CH3:31])([CH3:30])[CH3:29])[C:16]2=[N:17][CH:18]=1)[C:7]1[CH:12]=[CH:11][CH:10]=[CH:9][CH:8]=1.CC(C)=[O:34].OS(O)(=O)=O.[O:41]=[Cr:42](=[O:44])=[O:43].